The task is: Predict the reaction yield, written as a fraction of the theoretical maximum amount of product (1.0 means a 100% yield; for example, 0.34 means a 34% yield).. This data is from Reaction yield outcomes from USPTO patents with 853,638 reactions. (1) The reactants are [CH:1]1([CH2:4][O:5][C:6]2[CH:11]=[C:10]([O:12][CH2:13][CH2:14][O:15][CH3:16])[CH:9]=[CH:8][C:7]=2[CH2:17][CH2:18][C:19](OCC)=[O:20])[CH2:3][CH2:2]1.[H-].C([Al+]CC(C)C)C(C)C.O.O.O.O.O.O.O.O.O.O.S([O-])([O-])(=O)=O.[Na+].[Na+].C(OCC)C. The catalyst is O1CCCC1.C1(C)C=CC=CC=1. The product is [CH:1]1([CH2:4][O:5][C:6]2[CH:11]=[C:10]([O:12][CH2:13][CH2:14][O:15][CH3:16])[CH:9]=[CH:8][C:7]=2[CH2:17][CH2:18][CH2:19][OH:20])[CH2:2][CH2:3]1. The yield is 0.940. (2) The reactants are [CH3:1][O:2][C:3](=[O:25])[C:4]([NH:7][C:8]([C:10]1[C:15]([OH:16])=[CH:14][C:13](OS(C(F)(F)F)(=O)=O)=[CH:12][N:11]=1)=[O:9])([CH3:6])[CH3:5].[Cl:26][C:27]1[CH:28]=[C:29](B(O)O)[CH:30]=[CH:31][CH:32]=1.[O-]P([O-])([O-])=O.[K+].[K+].[K+]. The catalyst is O1CCOCC1.C1C=CC(P(C2C=CC=CC=2)[C-]2C=CC=C2)=CC=1.C1C=CC(P(C2C=CC=CC=2)[C-]2C=CC=C2)=CC=1.Cl[Pd]Cl.[Fe+2]. The product is [CH3:1][O:2][C:3](=[O:25])[C:4]([NH:7][C:8]([C:10]1[C:15]([OH:16])=[CH:14][C:13]([C:31]2[CH:30]=[CH:29][CH:28]=[C:27]([Cl:26])[CH:32]=2)=[CH:12][N:11]=1)=[O:9])([CH3:6])[CH3:5]. The yield is 0.730. (3) The catalyst is ClCCl. The reactants are [CH2:1]([O:8][N:9]1[C:15](=[O:16])[N:14]2[CH2:17][C@H:10]1[CH2:11][CH2:12][C@H:13]2[C:18]([OH:20])=O)[C:2]1[CH:7]=[CH:6][CH:5]=[CH:4][CH:3]=1.ClC(OCC(C)C)=O.C(N(CC)CC)C.[C:36]([O:40][C:41](=[O:50])[N:42]([CH2:46][CH2:47][O:48][NH2:49])[CH:43]([CH3:45])[CH3:44])([CH3:39])([CH3:38])[CH3:37]. The yield is 0.810. The product is [C:36]([O:40][C:41](=[O:50])[N:42]([CH2:46][CH2:47][O:48][NH:49][C:18]([C@@H:13]1[CH2:12][CH2:11][C@@H:10]2[CH2:17][N:14]1[C:15](=[O:16])[N:9]2[O:8][CH2:1][C:2]1[CH:3]=[CH:4][CH:5]=[CH:6][CH:7]=1)=[O:20])[CH:43]([CH3:45])[CH3:44])([CH3:37])([CH3:39])[CH3:38]. (4) The reactants are [CH:1]([C:3]1[CH:8]=[CH:7][N:6]=[CH:5][CH:4]=1)=[CH2:2].CO[CH2:11][N:12]([CH2:18][C:19]1[CH:24]=[CH:23][CH:22]=[CH:21][CH:20]=1)[CH2:13][Si](C)(C)C.FC(F)(F)C(O)=O. The catalyst is C1(C)C=CC=CC=1. The product is [CH2:18]([N:12]1[CH2:13][CH2:2][CH:1]([C:3]2[CH:8]=[CH:7][N:6]=[CH:5][CH:4]=2)[CH2:11]1)[C:19]1[CH:24]=[CH:23][CH:22]=[CH:21][CH:20]=1. The yield is 0.660. (5) The reactants are [CH:1]([N:4]1[C:8]([C:9]2[CH2:14][N:13]([C:15]([O:17][C:18]([CH3:21])([CH3:20])[CH3:19])=[O:16])[CH2:12][CH2:11][C:10]=2[C:22](OCC)=[O:23])=[CH:7][CH:6]=[N:5]1)([CH3:3])[CH3:2].[H-].[H-].[H-].[H-].[Li+].[Al+3]. The catalyst is C1COCC1. The product is [OH:23][CH2:22][C:10]1[CH2:11][CH2:12][N:13]([C:15]([O:17][C:18]([CH3:20])([CH3:19])[CH3:21])=[O:16])[CH2:14][C:9]=1[C:8]1[N:4]([CH:1]([CH3:3])[CH3:2])[N:5]=[CH:6][CH:7]=1. The yield is 0.910. (6) The catalyst is ClCCl. The reactants are [Sn](Cl)(Cl)(Cl)Cl.[C:6](Cl)(=[O:10])/[CH:7]=[CH:8]/[CH3:9].[CH2:12]([C:16]1[CH2:21][CH2:20][CH2:19][CH2:18][CH:17]=1)[CH:13]([CH3:15])[CH3:14]. The product is [CH2:12]([C:16]1[CH:21]([C:6](=[O:10])/[CH:7]=[CH:8]/[CH3:9])[CH2:20][CH2:19][CH2:18][CH:17]=1)[CH:13]([CH3:15])[CH3:14]. The yield is 0.300. (7) The reactants are [NH2:1][C:2]1[C:3]([Cl:25])=[C:4]([N:9]([CH2:16][C:17]2[CH:22]=[CH:21][C:20]([O:23][CH3:24])=[CH:19][CH:18]=2)[S:10]([CH2:13][CH2:14][CH3:15])(=[O:12])=[O:11])[CH:5]=[CH:6][C:7]=1[F:8].C1(C)C=CC=CC=1.C[Al](C)C.CCCCCC.[Cl:43][C:44]1[C:53]2[C:48](=[C:49]([C:55](OC)=[O:56])[CH:50]=[C:51]([CH3:54])[CH:52]=2)[N:47]=[CH:46][N:45]=1. No catalyst specified. The product is [Cl:43][C:44]1[C:53]2[C:48](=[C:49]([C:55]([NH:1][C:2]3[C:7]([F:8])=[CH:6][CH:5]=[C:4]([N:9]([CH2:16][C:17]4[CH:18]=[CH:19][C:20]([O:23][CH3:24])=[CH:21][CH:22]=4)[S:10]([CH2:13][CH2:14][CH3:15])(=[O:12])=[O:11])[C:3]=3[Cl:25])=[O:56])[CH:50]=[C:51]([CH3:54])[CH:52]=2)[N:47]=[CH:46][N:45]=1. The yield is 0.310. (8) The reactants are CO[C:3](=[O:13])[CH:4](O)[C:5]1[CH:10]=[CH:9][C:8]([Br:11])=[CH:7][CH:6]=1.[F:14][C:15]1[CH:20]=[CH:19][C:18]([SH:21])=[CH:17][CH:16]=1.[NH2:22][C:23]1[CH:28]=[CH:27][CH:26]=[CH:25][N:24]=1. The catalyst is C1COCC1. The product is [Br:11][C:8]1[CH:7]=[CH:6][C:5]([CH:4]([S:21][C:18]2[CH:19]=[CH:20][C:15]([F:14])=[CH:16][CH:17]=2)[C:3]([NH:22][C:23]2[CH:28]=[CH:27][CH:26]=[CH:25][N:24]=2)=[O:13])=[CH:10][CH:9]=1. The yield is 0.850.